From a dataset of Retrosynthesis with 50K atom-mapped reactions and 10 reaction types from USPTO. Predict the reactants needed to synthesize the given product. (1) The reactants are: CCn1c2ccccc2c2c3c(c(-c4ccccc4Cl)cc21)C(=O)NC3=O. Given the product CCn1c2ccccc2c2c3c(c(-c4ccccc4Cl)cc21)C(=O)NC3O, predict the reactants needed to synthesize it. (2) The reactants are: COc1ccccc1N.Cc1ccccc1S(=O)(=O)Cl. Given the product COc1ccccc1NS(=O)(=O)c1ccccc1C, predict the reactants needed to synthesize it.